Dataset: Experimentally validated miRNA-target interactions with 360,000+ pairs, plus equal number of negative samples. Task: Binary Classification. Given a miRNA mature sequence and a target amino acid sequence, predict their likelihood of interaction. (1) The miRNA is hsa-miR-4663 with sequence AGCUGAGCUCCAUGGACGUGCAGU. The protein sequence of the target gene is MAQVLRGTVTDFPGFDERADAETLRKAMKGLGTDEESILTLLTSRSNAQRQEISAAFKTLFGRDLLDDLKSELTGKFEKLIVALMKPSRLYDAYELKHALKGAGTNEKVLTEIIASRTPEELRAIKQVYEEEYGSSLEDDVVGDTSGYYQRMLVVLLQANRDPDAGIDEAQVEQDAQALFQAGELKWGTDEEKFITIFGTRSVSHLRKVFDKYMTISGFQIEETIDRETSGNLEQLLLAVVKSIRSIPAYLAETLYYAMKGAGTDDHTLIRVMVSRSEIDLFNIRKEFRKNFATSLYSMI.... Result: 0 (no interaction). (2) The miRNA is mmu-miR-122-5p with sequence UGGAGUGUGACAAUGGUGUUUG. The protein sequence of the target gene is MEALIPVINKLQDVFNTVGADIIQLPQIVVVGTQSSGKSSVLESLVGRDLLPRGTGVVTRRPLILQLVHVSPEDKRKTTGEENGKFQSWRVEAEEWGKFLHTKNKLYTDFDEIRQEIENETERISGNNKGVSPEPIHLKVFSPNVVNLTLVDLPGMTKVPVGDQPKDIELQIRELILRFISNPNSIILAVTAANTDMATSEALKISREVDPDGRRTLAVITKLDLMDAGTDAMDVLMGRVIPVKLGIIGVVNRSQLDINNKKSVTDSIRDEYAFLQKKYPSLANRNGTKYLARTLNRLLM.... Result: 0 (no interaction). (3) The miRNA is mmu-miR-652-3p with sequence AAUGGCGCCACUAGGGUUGUG. The protein sequence of the target gene is MEVQLGLGRVYPRPPSKTYRGAFQNLFQSVREAIQNPGPRHPEAANIAPPGACLQQRQETSPRRRRRQQHTEDGSPQAHIRGPTGYLALEEEQQPSQQQAASEGHPESSCLPEPGAATAPGKGLPQQPPAPPDQDDSAAPSTLSLLGPTFPGLSSCSADIKDILNEAGTMQLLQQQQQQQQHQQQHQQHQQQQEVISEGSSARAREATGAPSSSKDSYLGGNSTISDSAKELCKAVSVSMGLGVEALEHLSPGEQLRGDCMYASLLGGPPAVRPTPCAPLPECKGLPLDEGPGKSTEETA.... Result: 0 (no interaction). (4) The miRNA is hsa-miR-6133 with sequence UGAGGGAGGAGGUUGGGUA. The protein sequence of the target gene is MDTFTVQDSTAMSWWRNNFWIILAVAIIVVSVGLGLILYCVCKWQLRRGKKWEIAKPLKHKQVDEEKMYENVLNESPVQLPPLPPRNWPSLEDSSPQEAPSQPPATYSLVNKVKNKKTVSIPSYIEPEDDYDDVEIPANTEKASF. Result: 1 (interaction). (5) The miRNA is hsa-miR-3609 with sequence CAAAGUGAUGAGUAAUACUGGCUG. The protein sequence of the target gene is MVRISKPKTFQAYLDDCHRRYSCAHCRAHLANHDDLISKSFQGSQGRAYLFNSVVNVGCGPAEERVLLTGLHAVADIHCENCKTTLGWKYEQAFESSQKYKEGKYIIELNHMIKDNGWD. Result: 0 (no interaction).